Dataset: Cav3 T-type calcium channel HTS with 100,875 compounds. Task: Binary Classification. Given a drug SMILES string, predict its activity (active/inactive) in a high-throughput screening assay against a specified biological target. (1) The molecule is FC(F)(F)C(NC(=O)CCCC)(Nc1ncc(cc1)C)C(OCC)=O. The result is 0 (inactive). (2) The molecule is O1C(CCC(=O)Nc2cccnc2)COc2c1cccc2. The result is 0 (inactive). (3) The molecule is S(=O)(=O)(N1CCCC1)c1ccc(NC(=O)COC(=O)Cc2cc(OC)c(OC)c(OC)c2)cc1. The result is 0 (inactive). (4) The result is 0 (inactive). The molecule is S(=O)(=O)(NC(C(C)C)C(=O)NCc1c(OC)cccc1)c1cc2oc(=O)n(c2cc1)C. (5) The result is 0 (inactive). The drug is Fc1ccc(C(=O)COc2cc3oc(cc(=O)c3c(O)c2)c2ccccc2)cc1.